This data is from Full USPTO retrosynthesis dataset with 1.9M reactions from patents (1976-2016). The task is: Predict the reactants needed to synthesize the given product. (1) Given the product [O:1]=[C:2]1[N:6]([CH2:7][CH2:8][CH2:9][O:10][C:11]2[CH:23]=[CH:22][C:14]3[C:15]([C:18]([F:21])([F:20])[F:19])=[N:16][O:17][C:13]=3[C:12]=2[CH2:24][CH2:25][CH3:26])[CH2:5][CH2:4][N:3]1[CH:27]([CH3:32])[C:28]([OH:30])=[O:29], predict the reactants needed to synthesize it. The reactants are: [O:1]=[C:2]1[N:6]([CH2:7][CH2:8][CH2:9][O:10][C:11]2[CH:23]=[CH:22][C:14]3[C:15]([C:18]([F:21])([F:20])[F:19])=[N:16][O:17][C:13]=3[C:12]=2[CH2:24][CH2:25][CH3:26])[CH2:5][CH2:4][N:3]1[CH:27]([CH3:32])[C:28]([O:30]C)=[O:29].[OH-].[Na+].Cl. (2) Given the product [CH3:7][C:6]1[CH:4]=[C:3]([NH:28][C:29]([NH:1][CH2:2][CH2:3][C:4]([C:6]2[CH:20]=[CH:19][C:9]3[N:10]=[C:11]([NH:13][C:14]([NH:16][CH2:17][CH3:18])=[O:15])[S:12][C:8]=3[CH:7]=2)=[O:5])=[O:30])[CH:2]=[CH:26][CH:27]=1, predict the reactants needed to synthesize it. The reactants are: [NH2:1][CH2:2][CH2:3][C:4]([C:6]1[CH:20]=[CH:19][C:9]2[N:10]=[C:11]([NH:13][C:14]([NH:16][CH2:17][CH3:18])=[O:15])[S:12][C:8]=2[CH:7]=1)=[O:5].C(N([CH2:26][CH3:27])CC)C.[N-:28]=[C:29]=[O:30]. (3) Given the product [F:52][CH2:53][CH2:54][O:8][C:9]1[CH:10]=[C:11]2[C:16](=[CH:17][CH:18]=1)[N:15]=[C:14]([C:19]1[CH:20]=[CH:21][C:22]([N:23]([CH3:25])[CH3:24])=[CH:26][CH:27]=1)[CH:13]=[N:12]2, predict the reactants needed to synthesize it. The reactants are: [Si]([O:8][C:9]1[CH:10]=[C:11]2[C:16](=[CH:17][CH:18]=1)[N:15]=[C:14]([C:19]1[CH:27]=[CH:26][C:22]([N:23]([CH3:25])[CH3:24])=[CH:21][CH:20]=1)[CH:13]=[N:12]2)(C(C)(C)C)(C)C.[F-].C([N+](CCCC)(CCCC)CCCC)CCC.C(=O)([O-])[O-].[K+].[K+].[F:52][CH2:53][CH2:54]OS(C1C=CC(C)=CC=1)(=O)=O.C(=O)([O-])[O-].[Cs+].[Cs+]. (4) Given the product [CH2:34]([O:36][C:37]1[CH:38]=[C:39]([CH:43]=[CH:44][CH:45]=1)[C:40]([N:15]1[CH2:16][CH2:17][N:12]([C:11]2[C:6]3[CH:5]=[C:4]([CH2:2][CH3:3])[S:24][C:7]=3[N:8]=[C:9]([S:18][CH2:19][C:20]([O:22][CH3:23])=[O:21])[N:10]=2)[CH2:13][CH2:14]1)=[O:41])[CH3:35], predict the reactants needed to synthesize it. The reactants are: Cl.[CH2:2]([C:4]1[S:24][C:7]2[N:8]=[C:9]([S:18][CH2:19][C:20]([O:22][CH3:23])=[O:21])[N:10]=[C:11]([N:12]3[CH2:17][CH2:16][NH:15][CH2:14][CH2:13]3)[C:6]=2[CH:5]=1)[CH3:3].C(N(C(C)C)CC)(C)C.[CH2:34]([O:36][C:37]1[CH:38]=[C:39]([CH:43]=[CH:44][CH:45]=1)[C:40](O)=[O:41])[CH3:35].CN(C(ON1N=NC2C=CC=NC1=2)=[N+](C)C)C.F[P-](F)(F)(F)(F)F. (5) Given the product [Cl:31][C:7]1[CH:8]=[CH:9][C:4]([O:3][P:1]([NH:32][C@@H:33]([CH3:41])[C:34]([O:36][C@@H:37]([CH2:39][CH3:40])[CH3:38])=[O:35])([O:19][C:18]2[C:13]([F:12])=[C:14]([F:23])[C:15]([F:22])=[C:16]([F:21])[C:17]=2[F:20])=[O:2])=[CH:5][CH:6]=1, predict the reactants needed to synthesize it. The reactants are: [P:1](Cl)(Cl)([O:3][C:4]1[CH:9]=[CH:8][CH:7]=[CH:6][CH:5]=1)=[O:2].[F:12][C:13]1[C:18]([OH:19])=[C:17]([F:20])[C:16]([F:21])=[C:15]([F:22])[C:14]=1[F:23].CCN(CC)CC.[ClH:31].[NH2:32][C@H:33]([CH3:41])[C:34]([O:36][C@H:37]([CH2:39][CH3:40])[CH3:38])=[O:35].